This data is from NCI-60 drug combinations with 297,098 pairs across 59 cell lines. The task is: Regression. Given two drug SMILES strings and cell line genomic features, predict the synergy score measuring deviation from expected non-interaction effect. (1) Drug 1: CCCS(=O)(=O)NC1=C(C(=C(C=C1)F)C(=O)C2=CNC3=C2C=C(C=N3)C4=CC=C(C=C4)Cl)F. Drug 2: CC=C1C(=O)NC(C(=O)OC2CC(=O)NC(C(=O)NC(CSSCCC=C2)C(=O)N1)C(C)C)C(C)C. Cell line: TK-10. Synergy scores: CSS=37.5, Synergy_ZIP=-6.83, Synergy_Bliss=-4.54, Synergy_Loewe=-18.6, Synergy_HSA=-3.96. (2) Drug 1: C1=C(C(=O)NC(=O)N1)F. Drug 2: CC=C1C(=O)NC(C(=O)OC2CC(=O)NC(C(=O)NC(CSSCCC=C2)C(=O)N1)C(C)C)C(C)C. Cell line: UACC62. Synergy scores: CSS=84.9, Synergy_ZIP=-1.32, Synergy_Bliss=-4.78, Synergy_Loewe=-1.95, Synergy_HSA=-0.228. (3) Drug 1: C1=CC(=CC=C1C#N)C(C2=CC=C(C=C2)C#N)N3C=NC=N3. Drug 2: CC1=C(N=C(N=C1N)C(CC(=O)N)NCC(C(=O)N)N)C(=O)NC(C(C2=CN=CN2)OC3C(C(C(C(O3)CO)O)O)OC4C(C(C(C(O4)CO)O)OC(=O)N)O)C(=O)NC(C)C(C(C)C(=O)NC(C(C)O)C(=O)NCCC5=NC(=CS5)C6=NC(=CS6)C(=O)NCCC[S+](C)C)O. Cell line: DU-145. Synergy scores: CSS=32.5, Synergy_ZIP=-1.07, Synergy_Bliss=0.705, Synergy_Loewe=3.53, Synergy_HSA=4.08. (4) Drug 1: C1CC(=O)NC(=O)C1N2CC3=C(C2=O)C=CC=C3N. Drug 2: CC1OCC2C(O1)C(C(C(O2)OC3C4COC(=O)C4C(C5=CC6=C(C=C35)OCO6)C7=CC(=C(C(=C7)OC)O)OC)O)O. Cell line: NCI-H460. Synergy scores: CSS=53.1, Synergy_ZIP=5.22, Synergy_Bliss=7.41, Synergy_Loewe=-17.9, Synergy_HSA=9.62. (5) Drug 1: C1CN1C2=NC(=NC(=N2)N3CC3)N4CC4. Drug 2: CC(CN1CC(=O)NC(=O)C1)N2CC(=O)NC(=O)C2. Cell line: HS 578T. Synergy scores: CSS=15.5, Synergy_ZIP=-2.87, Synergy_Bliss=-1.67, Synergy_Loewe=-3.71, Synergy_HSA=0.0465. (6) Drug 1: CN(CC1=CN=C2C(=N1)C(=NC(=N2)N)N)C3=CC=C(C=C3)C(=O)NC(CCC(=O)O)C(=O)O. Drug 2: CC1=C(C(=CC=C1)Cl)NC(=O)C2=CN=C(S2)NC3=CC(=NC(=N3)C)N4CCN(CC4)CCO. Cell line: T-47D. Synergy scores: CSS=41.4, Synergy_ZIP=-3.48, Synergy_Bliss=-3.44, Synergy_Loewe=-6.68, Synergy_HSA=2.63.